From a dataset of Full USPTO retrosynthesis dataset with 1.9M reactions from patents (1976-2016). Predict the reactants needed to synthesize the given product. (1) Given the product [Cl:27][C:22]1[CH:21]=[C:20]([C@H:7]2[C@@H:6]([CH2:5][S:2](=[O:4])(=[O:3])[NH:38][CH:35]([CH3:37])[CH3:36])[O:12][CH2:11][CH2:10][N:9]([C:13]([O:15][C:16]([CH3:19])([CH3:18])[CH3:17])=[O:14])[CH2:8]2)[CH:25]=[CH:24][C:23]=1[Cl:26], predict the reactants needed to synthesize it. The reactants are: Cl[S:2]([CH2:5][C@H:6]1[O:12][CH2:11][CH2:10][N:9]([C:13]([O:15][C:16]([CH3:19])([CH3:18])[CH3:17])=[O:14])[CH2:8][C@H:7]1[C:20]1[CH:25]=[CH:24][C:23]([Cl:26])=[C:22]([Cl:27])[CH:21]=1)(=[O:4])=[O:3].C(N(CC)CC)C.[CH:35]([NH2:38])([CH3:37])[CH3:36].O. (2) Given the product [CH3:18][O:19][C:20]1[CH:21]=[C:22]([NH:26][C:27]2[N:29]=[C:5]([C:7]3[CH:12]=[CH:11][N:10]=[C:9]([Cl:13])[CH:8]=3)[CH:4]=[CH:3][N:28]=2)[CH:23]=[CH:24][CH:25]=1, predict the reactants needed to synthesize it. The reactants are: CN(C)[CH:3]=[CH:4][C:5]([C:7]1[CH:12]=[CH:11][N:10]=[C:9]([Cl:13])[CH:8]=1)=O.N(O)=O.[CH3:18][O:19][C:20]1[CH:21]=[C:22]([NH:26][C:27]([NH2:29])=[NH:28])[CH:23]=[CH:24][CH:25]=1.[OH-].[Li+]. (3) Given the product [CH3:13][O:12][CH2:11][O:10][C:6]1[CH:7]=[CH:8][CH:9]=[C:4]([NH2:1])[CH:5]=1, predict the reactants needed to synthesize it. The reactants are: [N+:1]([C:4]1[CH:5]=[C:6]([O:10][CH2:11][O:12][CH3:13])[CH:7]=[CH:8][CH:9]=1)([O-])=O. (4) Given the product [F:25][C:26]1([F:41])[CH2:29][CH:28]([N:30]2[C:34]([CH:35]3[CH2:39][CH2:38][O:37][CH2:36]3)=[CH:33][C:32]([C:15]3[CH:16]=[C:17]4[C:23]([CH3:24])=[CH:22][NH:21][C:18]4=[N:19][CH:20]=3)=[N:31]2)[CH2:27]1, predict the reactants needed to synthesize it. The reactants are: C1(CN2C(C3CCOC3)=CC([C:15]3[CH:16]=[C:17]4[C:23]([CH3:24])=[CH:22][NH:21][C:18]4=[N:19][CH:20]=3)=N2)CC1.[F:25][C:26]1([F:41])[CH2:29][CH:28]([N:30]2[C:34]([CH:35]3[CH2:39][CH2:38][O:37][CH2:36]3)=[CH:33][C:32](I)=[N:31]2)[CH2:27]1. (5) Given the product [Cl:15][C:16]1[N:21]=[CH:20][C:19]([S:22]([N:4]2[CH2:5][CH2:6][NH:1][C:2](=[O:7])[CH2:3]2)(=[O:24])=[O:23])=[CH:18][CH:17]=1, predict the reactants needed to synthesize it. The reactants are: [NH:1]1[CH2:6][CH2:5][NH:4][CH2:3][C:2]1=[O:7].C(N(CC)CC)C.[Cl:15][C:16]1[N:21]=[CH:20][C:19]([S:22](Cl)(=[O:24])=[O:23])=[CH:18][CH:17]=1. (6) Given the product [CH2:1]=[CH:2][C:3]1[CH:8]=[CH:7][CH:6]=[CH:5][CH:4]=1.[C:9]([OH:14])(=[O:13])[C:10]([CH3:12])=[CH2:11], predict the reactants needed to synthesize it. The reactants are: [CH2:1]=[CH:2][C:3]1[CH:8]=[CH:7][CH:6]=[CH:5][CH:4]=1.[C:9]([OH:14])(=[O:13])[C:10]([CH3:12])=[CH2:11].N(C(C)(C)C(OC)=O)=NC(C)(C)C(OC)=O. (7) Given the product [C@H:1]12[CH2:7][C@H:4]([CH2:5][CH2:6]1)[CH2:3][C@H:2]2[NH:8][C:9]1[N:14]=[C:13]([C:15]([F:16])([F:17])[F:18])[C:12]([C:19]([OH:21])=[O:20])=[CH:11][N:10]=1, predict the reactants needed to synthesize it. The reactants are: [C@H:1]12[CH2:7][C@H:4]([CH2:5][CH2:6]1)[CH2:3][C@H:2]2[NH:8][C:9]1[N:14]=[C:13]([C:15]([F:18])([F:17])[F:16])[C:12]([C:19]([O:21]C)=[O:20])=[CH:11][N:10]=1.CO.[OH-].[Na+].Cl. (8) Given the product [CH2:13]([N:15]1[C:23]2[C:18](=[CH:19][C:20]([C:24]3[NH:12][C:11]4[N:10]([N:9]=[CH:8][C:7]=4[C:6]4[O:5][N:4]=[CH:3][C:2]=4[CH3:1])[C:26](=[O:27])[CH:25]=3)=[CH:21][CH:22]=2)[CH:17]=[N:16]1)[CH3:14], predict the reactants needed to synthesize it. The reactants are: [CH3:1][C:2]1[CH:3]=[N:4][O:5][C:6]=1[C:7]1[CH:8]=[N:9][NH:10][C:11]=1[NH2:12].[CH2:13]([N:15]1[C:23]2[C:18](=[CH:19][C:20]([C:24](=O)[CH2:25][C:26](OCC)=[O:27])=[CH:21][CH:22]=2)[CH:17]=[N:16]1)[CH3:14].CC1C=CC(S(O)(=O)=O)=CC=1. (9) Given the product [Cl:1][C:2]1[N:7]=[C:6]([NH:8][C:9]2[S:10][C:11]([C:14]#[N:15])=[CH:12][N:13]=2)[CH:5]=[C:4]([CH2:16][Cl:25])[CH:3]=1, predict the reactants needed to synthesize it. The reactants are: [Cl:1][C:2]1[N:7]=[C:6]([NH:8][C:9]2[S:10][C:11]([C:14]#[N:15])=[CH:12][N:13]=2)[CH:5]=[C:4]([CH2:16]O)[CH:3]=1.CN(C)C=O.P(Cl)(Cl)([Cl:25])=O.